From a dataset of NCI-60 drug combinations with 297,098 pairs across 59 cell lines. Regression. Given two drug SMILES strings and cell line genomic features, predict the synergy score measuring deviation from expected non-interaction effect. (1) Drug 1: C1CCC(C1)C(CC#N)N2C=C(C=N2)C3=C4C=CNC4=NC=N3. Drug 2: C1C(C(OC1N2C=NC(=NC2=O)N)CO)O. Cell line: LOX IMVI. Synergy scores: CSS=18.6, Synergy_ZIP=-5.16, Synergy_Bliss=-0.398, Synergy_Loewe=3.70, Synergy_HSA=3.89. (2) Drug 1: COC1=C2C(=CC3=C1OC=C3)C=CC(=O)O2. Drug 2: CCC1(C2=C(COC1=O)C(=O)N3CC4=CC5=C(C=CC(=C5CN(C)C)O)N=C4C3=C2)O.Cl. Cell line: UO-31. Synergy scores: CSS=8.93, Synergy_ZIP=-7.90, Synergy_Bliss=-9.22, Synergy_Loewe=-56.1, Synergy_HSA=-6.15. (3) Drug 1: CC1=C(C(CCC1)(C)C)C=CC(=CC=CC(=CC(=O)O)C)C. Drug 2: C1CC(=O)NC(=O)C1N2C(=O)C3=CC=CC=C3C2=O. Cell line: NCI-H322M. Synergy scores: CSS=3.16, Synergy_ZIP=-0.161, Synergy_Bliss=0.904, Synergy_Loewe=0.838, Synergy_HSA=0.169. (4) Drug 1: C1C(C(OC1N2C=NC(=NC2=O)N)CO)O. Drug 2: C1CCC(C(C1)N)N.C(=O)(C(=O)[O-])[O-].[Pt+4]. Cell line: EKVX. Synergy scores: CSS=5.93, Synergy_ZIP=-1.37, Synergy_Bliss=-0.559, Synergy_Loewe=0.351, Synergy_HSA=-1.56.